From a dataset of Full USPTO retrosynthesis dataset with 1.9M reactions from patents (1976-2016). Predict the reactants needed to synthesize the given product. (1) Given the product [CH3:25][O:26][C:27]1[CH:32]=[C:31]([C:2]2[C:10]3[C:5](=[CH:6][CH:7]=[C:8]([NH:11][C:12](=[O:24])[CH:13]([N:19]4[CH2:23][CH2:22][CH2:21][CH2:20]4)[C:14]4[CH:18]=[CH:17][S:16][CH:15]=4)[CH:9]=3)[NH:4][N:3]=2)[CH:30]=[CH:29][C:28]=1[N:42]1[CH2:43][CH2:44][N:45]([CH3:48])[CH2:46][CH2:47]1, predict the reactants needed to synthesize it. The reactants are: I[C:2]1[C:10]2[C:5](=[CH:6][CH:7]=[C:8]([NH:11][C:12](=[O:24])[CH:13]([N:19]3[CH2:23][CH2:22][CH2:21][CH2:20]3)[C:14]3[CH:18]=[CH:17][S:16][CH:15]=3)[CH:9]=2)[NH:4][N:3]=1.[CH3:25][O:26][C:27]1[CH:32]=[C:31](B2OC(C)(C)C(C)(C)O2)[CH:30]=[CH:29][C:28]=1[N:42]1[CH2:47][CH2:46][N:45]([CH3:48])[CH2:44][CH2:43]1.C([O-])([O-])=O.[Na+].[Na+]. (2) Given the product [CH3:6][NH:7][CH2:9][C:10]1[CH:14]=[C:13]([N:15]([C:16]2[CH:17]=[CH:18][CH:19]=[CH:20][CH:21]=2)[C:22](=[O:24])[CH3:23])[N:12]([C:25]2[CH:30]=[CH:29][CH:28]=[CH:27][CH:26]=2)[N:11]=1, predict the reactants needed to synthesize it. The reactants are: C(O[C:6](=O)[N:7]([CH2:9][C:10]1[CH:14]=[C:13]([N:15]([C:22](=[O:24])[CH3:23])[C:16]2[CH:21]=[CH:20][CH:19]=[CH:18][CH:17]=2)[N:12]([C:25]2[CH:30]=[CH:29][CH:28]=[CH:27][CH:26]=2)[N:11]=1)C)(C)(C)C.C(OCC)(=O)C.Cl. (3) Given the product [O:1]=[C:2]1[NH:7][C:6](=[O:8])[CH:5]=[N:4][N:3]1[C:9]1[CH:10]=[CH:11][C:12]([CH3:18])=[C:13]([CH:17]=1)[C:14]([NH:20][CH2:21][C:22]1([OH:29])[CH2:28][CH2:27][CH2:26][CH2:25][CH2:24][CH2:23]1)=[O:16], predict the reactants needed to synthesize it. The reactants are: [O:1]=[C:2]1[NH:7][C:6](=[O:8])[CH:5]=[N:4][N:3]1[C:9]1[CH:10]=[CH:11][C:12]([CH3:18])=[C:13]([CH:17]=1)[C:14]([OH:16])=O.Cl.[NH2:20][CH2:21][C:22]1([OH:29])[CH2:28][CH2:27][CH2:26][CH2:25][CH2:24][CH2:23]1.CCN=C=NCCCN(C)C.Cl. (4) The reactants are: Cl.[NH2:2][CH2:3][CH2:4][CH2:5][C:6]([O:8][C:9]([CH3:12])([CH3:11])[CH3:10])=[O:7].Cl[C:14](Cl)([O:16]C(=O)OC(Cl)(Cl)Cl)Cl. Given the product [N:2]([CH2:3][CH2:4][CH2:5][C:6]([O:8][C:9]([CH3:12])([CH3:11])[CH3:10])=[O:7])=[C:14]=[O:16], predict the reactants needed to synthesize it. (5) Given the product [OH:36][CH2:37][CH2:38][N:3]1[CH2:4][CH2:5][CH:6]([NH:9][C:10]([C:12]2[CH:35]=[CH:34][C:15]3[N:16]([CH2:30][CH2:31][O:32][CH3:33])[C:17]([NH:19][C:20]4[S:21][C:22]5[CH:28]=[C:27]([Cl:29])[CH:26]=[CH:25][C:23]=5[N:24]=4)=[N:18][C:14]=3[CH:13]=2)=[O:11])[CH2:7][CH2:8]1, predict the reactants needed to synthesize it. The reactants are: Cl.Cl.[NH:3]1[CH2:8][CH2:7][CH:6]([NH:9][C:10]([C:12]2[CH:35]=[CH:34][C:15]3[N:16]([CH2:30][CH2:31][O:32][CH3:33])[C:17]([NH:19][C:20]4[S:21][C:22]5[CH:28]=[C:27]([Cl:29])[CH:26]=[CH:25][C:23]=5[N:24]=4)=[N:18][C:14]=3[CH:13]=2)=[O:11])[CH2:5][CH2:4]1.[O:36]1CC(O)O[CH2:38][CH:37]1O.[BH-](OC(C)=O)(OC(C)=O)OC(C)=O.[Na+].